This data is from Experimentally validated miRNA-target interactions with 360,000+ pairs, plus equal number of negative samples. The task is: Binary Classification. Given a miRNA mature sequence and a target amino acid sequence, predict their likelihood of interaction. (1) The miRNA is hsa-miR-6817-3p with sequence UCUCUCUGACUCCAUGGCA. The protein sequence of the target gene is MPKPINVRVTTMDAELEFAIQPNTTGKQLFDQVVKTVGLREVWFFGLQYVDSKGYSTWLKLNKKVTQQDVKKENPLQFKFRAKFFPEDVSEELIQEITQRLFFLQVKEAILNDEIYCPPETAVLLASYAVQAKYGDYNKEIHKPGYLANDRLLPQRVLEQHKLTKEQWEERIQNWHEEHRGMLREDSMMEYLKIAQDLEMYGVNYFEIKNKKGTELWLGVDALGLNIYEHDDKLTPKIGFPWSEIRNISFNDKKFVIKPIDKKAPDFVFYAPRLRINKRILALCMGNHELYMRRRKPDTI.... Result: 1 (interaction). (2) The miRNA is hsa-miR-411-3p with sequence UAUGUAACACGGUCCACUAACC. The protein sequence of the target gene is MEDSGIQRGIWDGDAKAVQQCLTDIFTSVYTTCDIPENAIFGPCVLSHTSLYDSIAFVALKSTDKRTVPYIFRVDTSAANGSSEGLMWLRLVQSARDKEEQNLEAYIKNGQLFYRSLRRIAKDEELLVWYGKELTELLLLCPSRAHKMNGSSPYTCLECSQRFQFEFPYVAHLRFRCPKRLHSTDANPQDEQGGGLGTKDHGGGGGGKEQQQQQQQQQQEAPLIPGPKFCKAGPIHHYPASSPEASNPPGSAGASSAKPSTDFHNLARELENSRGNSSCVAAPGVGSGGSGHQEAELSPD.... Result: 0 (no interaction). (3) The miRNA is rno-miR-107-3p with sequence AGCAGCAUUGUACAGGGCUAUCA. The protein sequence of the target gene is MAHINCTQATEFILVGLTDHQELKMPLFVLFLSIYLFTVVGNLGLILLIRADTSLNTPMYFFLSNLAFVDFCYSSVITPKMLGNFLYKQNVISFDACATQLGCFLTFMISESLLLASMAYDRYVAICNPLLYMVVMTPGICIQLVAVPYSYSFLMALFHTILTFRLSYCHSNIVNHFYCDDMPLLRLTCSDTRFKQLWIFACAGIMFISSLLIVFVSYMFIISAILRMHSAEGRQKAFSTCGSHMLAVTIFYGTLIFMYLQPSSSHALDTDKMASVFYTVIIPMLNPLIYSLQNKEVKEA.... Result: 0 (no interaction). (4) The miRNA is mmu-miR-3095-3p with sequence UGGACACUGGAGAGAGAGCUUUU. The protein sequence of the target gene is MGVHLEVLDTGEQLMVPVDVLEEENKGTLWKFLLSGAMAGAVSRTGTAPLDRARVYMQVYSSKSNFRNLLSGLRSLVQEGGVRSLWRGNGINVLKIAPEYAIKFSVCEQSKNFFYGVHSSQLFQERVVAGSLAVAVSQTLINPMEVLKTRLTLRFTGQYKGLLDCARQILERDGTRALYRGYLPNMLGIIPYACTDLAVYELLQCLWQKLGRDMKDPSGLVSLSSVTLSTTCGQMASYPLTLVRTRMQAQDTVEGSNPTMQGVFKRILSQQGWPGLYRGMTPTLLKVLPAGGISYLVYEA.... Result: 1 (interaction).